From a dataset of Forward reaction prediction with 1.9M reactions from USPTO patents (1976-2016). Predict the product of the given reaction. Given the reactants Br[C:2]1[CH:10]=[CH:9][CH:8]=[C:7]2[C:3]=1[C:4]([C:15]([N:17]1[CH2:22][CH2:21][CH:20]([C:23]3[CH:24]=[C:25]([CH:34]=[CH:35][C:36]=3[F:37])[CH2:26][NH:27][C:28](=[O:33])[C:29]([F:32])([F:31])[F:30])[CH2:19][CH2:18]1)=[O:16])=[CH:5][N:6]2[CH2:11][CH2:12][O:13][CH3:14].[F:38][C:39]1[CH:40]=[C:41](B(O)O)[CH:42]=[N:43][CH:44]=1.C(=O)([O-])[O-].[Cs+].[Cs+].C(Cl)Cl, predict the reaction product. The product is: [F:30][C:29]([F:31])([F:32])[C:28]([NH:27][CH2:26][C:25]1[CH:34]=[CH:35][C:36]([F:37])=[C:23]([CH:20]2[CH2:21][CH2:22][N:17]([C:15]([C:4]3[C:3]4[C:7](=[CH:8][CH:9]=[CH:10][C:2]=4[C:41]4[CH:42]=[N:43][CH:44]=[C:39]([F:38])[CH:40]=4)[N:6]([CH2:11][CH2:12][O:13][CH3:14])[CH:5]=3)=[O:16])[CH2:18][CH2:19]2)[CH:24]=1)=[O:33].